From a dataset of Full USPTO retrosynthesis dataset with 1.9M reactions from patents (1976-2016). Predict the reactants needed to synthesize the given product. (1) Given the product [F:12][C:9]([F:10])([F:11])[C:7]1[CH:6]=[C:5]([C@H:13]([O:15][C@H:16]2[O:34][CH2:33][C@@H:19]3[CH2:20][N:21]([C:23]4[S:24][C:25]([CH2:28][OH:29])=[CH:26][N:27]=4)[CH2:22][C@H:18]3[C@@H:17]2[C:35]2[CH:40]=[CH:39][C:38]([F:41])=[CH:37][C:36]=2[CH3:42])[CH3:14])[CH:4]=[C:3]([C:2]([F:1])([F:44])[F:43])[CH:8]=1, predict the reactants needed to synthesize it. The reactants are: [F:1][C:2]([F:44])([F:43])[C:3]1[CH:4]=[C:5]([C@H:13]([O:15][C@H:16]2[O:34][CH2:33][C@@H:19]3[CH2:20][N:21]([C:23]4[S:24][C:25]([C:28](OCC)=[O:29])=[CH:26][N:27]=4)[CH2:22][C@H:18]3[C@@H:17]2[C:35]2[CH:40]=[CH:39][C:38]([F:41])=[CH:37][C:36]=2[CH3:42])[CH3:14])[CH:6]=[C:7]([C:9]([F:12])([F:11])[F:10])[CH:8]=1.[H-].[H-].[H-].[H-].[Li+].[Al+3]. (2) Given the product [C:1]([C:5]1[CH:6]=[C:7]([NH:50][S:51]([CH3:54])(=[O:53])=[O:52])[C:8]([O:48][CH3:49])=[C:9]([NH:11][C:12]([NH:13][C:14]2[C:23]3[C:18](=[CH:19][CH:20]=[CH:21][CH:22]=3)[C:17]([O:24][C:25]3[CH:30]=[CH:29][N:28]=[C:27]([NH:31][C:32]4[CH:37]=[CH:36][C:35]([P:38]([CH3:43])(=[O:39])[OH:42])=[C:34]([O:44][CH2:45][CH3:46])[CH:33]=4)[CH:26]=3)=[CH:16][CH:15]=2)=[O:47])[CH:10]=1)([CH3:2])([CH3:3])[CH3:4], predict the reactants needed to synthesize it. The reactants are: [C:1]([C:5]1[CH:6]=[C:7]([NH:50][S:51]([CH3:54])(=[O:53])=[O:52])[C:8]([O:48][CH3:49])=[C:9]([NH:11][C:12](=[O:47])[NH:13][C:14]2[C:23]3[C:18](=[CH:19][CH:20]=[CH:21][CH:22]=3)[C:17]([O:24][C:25]3[CH:30]=[CH:29][N:28]=[C:27]([NH:31][C:32]4[CH:37]=[CH:36][C:35]([P:38]([CH3:43])(=[O:42])[O:39]CC)=[C:34]([O:44][CH2:45][CH3:46])[CH:33]=4)[CH:26]=3)=[CH:16][CH:15]=2)[CH:10]=1)([CH3:4])([CH3:3])[CH3:2].[OH-].[Na+].C(O)(=O)C. (3) Given the product [CH2:12]([O:1][C:2]1[CH:3]=[C:4]([CH2:8][C:9]([OH:11])=[O:10])[CH:5]=[CH:6][CH:7]=1)[C:13]1[CH:18]=[CH:17][CH:16]=[CH:15][CH:14]=1, predict the reactants needed to synthesize it. The reactants are: [OH:1][C:2]1[CH:3]=[C:4]([CH2:8][C:9]([OH:11])=[O:10])[CH:5]=[CH:6][CH:7]=1.[CH2:12](Br)[C:13]1[CH:18]=[CH:17][CH:16]=[CH:15][CH:14]=1.[OH-].[K+]. (4) The reactants are: BrCCBr.Cl[Si](C)(C)C.I[CH:11]1[CH2:14][N:13]([C:15]([O:17][CH2:18][C:19]2[CH:24]=[CH:23][CH:22]=[CH:21][CH:20]=2)=[O:16])[CH2:12]1.[Cl:25][C:26]1[C:27]([CH3:39])=[C:28](I)[C:29]([O:35][CH2:36][CH3:37])=[C:30]([C:32](=[O:34])[CH3:33])[CH:31]=1. Given the product [C:32]([C:30]1[C:29]([O:35][CH2:36][CH3:37])=[C:28]([CH:11]2[CH2:14][N:13]([C:15]([O:17][CH2:18][C:19]3[CH:24]=[CH:23][CH:22]=[CH:21][CH:20]=3)=[O:16])[CH2:12]2)[C:27]([CH3:39])=[C:26]([Cl:25])[CH:31]=1)(=[O:34])[CH3:33], predict the reactants needed to synthesize it. (5) Given the product [NH2:78][C:79]1[N:80]=[C:81]([NH:95][C:15]2[CH:16]=[CH:17][C:12]([S:9]([N:8]([CH2:19][C:20]3[CH:25]=[CH:24][CH:23]=[CH:22][CH:21]=3)[CH2:1][C:2]3[CH:7]=[CH:6][CH:5]=[CH:4][CH:3]=3)(=[O:11])=[O:10])=[CH:13][CH:14]=2)[CH:82]=[CH:83][C:84]=1[C:85](=[O:86])[C:87]1[C:88]([F:94])=[CH:89][CH:90]=[CH:91][C:92]=1[F:93], predict the reactants needed to synthesize it. The reactants are: [CH2:1]([N:8]([CH2:19][C:20]1[CH:25]=[CH:24][CH:23]=[CH:22][CH:21]=1)[S:9]([C:12]1[CH:17]=[CH:16][C:15](I)=[CH:14][CH:13]=1)(=[O:11])=[O:10])[C:2]1[CH:7]=[CH:6][CH:5]=[CH:4][CH:3]=1.C1C=CC(P(C2C(C3C(P(C4C=CC=CC=4)C4C=CC=CC=4)=CC=C4C=3C=CC=C4)=C3C(C=CC=C3)=CC=2)C2C=CC=CC=2)=CC=1.C(=O)([O-])[O-].[Cs+].[Cs+].[NH2:78][C:79]1[C:84]([C:85]([C:87]2[C:92]([F:93])=[CH:91][CH:90]=[CH:89][C:88]=2[F:94])=[O:86])=[CH:83][CH:82]=[C:81]([NH2:95])[N:80]=1. (6) Given the product [NH2:1][C:2]1[C:10]2[C:9]([C:11]3[CH:16]=[CH:15][C:14]([Cl:17])=[C:13]([Cl:18])[CH:12]=3)=[N:8][C:7]([NH:25][CH:26]3[CH2:27][CH2:28][N:29]([C:32]([O:34][C:35]([CH3:38])([CH3:37])[CH3:36])=[O:33])[CH2:30][CH2:31]3)=[N:6][C:5]=2[S:4][C:3]=1[C:22](=[O:23])[NH2:24], predict the reactants needed to synthesize it. The reactants are: [NH2:1][C:2]1[C:10]2[C:9]([C:11]3[CH:16]=[CH:15][C:14]([Cl:17])=[C:13]([Cl:18])[CH:12]=3)=[N:8][C:7](S(C)=O)=[N:6][C:5]=2[S:4][C:3]=1[C:22]([NH2:24])=[O:23].[NH2:25][CH:26]1[CH2:31][CH2:30][N:29]([C:32]([O:34][C:35]([CH3:38])([CH3:37])[CH3:36])=[O:33])[CH2:28][CH2:27]1.